From a dataset of NCI-60 drug combinations with 297,098 pairs across 59 cell lines. Regression. Given two drug SMILES strings and cell line genomic features, predict the synergy score measuring deviation from expected non-interaction effect. (1) Drug 1: C1CCN(CC1)CCOC2=CC=C(C=C2)C(=O)C3=C(SC4=C3C=CC(=C4)O)C5=CC=C(C=C5)O. Drug 2: CC1C(C(CC(O1)OC2CC(OC(C2O)C)OC3=CC4=CC5=C(C(=O)C(C(C5)C(C(=O)C(C(C)O)O)OC)OC6CC(C(C(O6)C)O)OC7CC(C(C(O7)C)O)OC8CC(C(C(O8)C)O)(C)O)C(=C4C(=C3C)O)O)O)O. Cell line: T-47D. Synergy scores: CSS=35.9, Synergy_ZIP=-8.55, Synergy_Bliss=-5.41, Synergy_Loewe=-4.78, Synergy_HSA=-4.62. (2) Drug 1: C1=NNC2=C1C(=O)NC=N2. Drug 2: C1CNP(=O)(OC1)N(CCCl)CCCl. Cell line: CCRF-CEM. Synergy scores: CSS=4.00, Synergy_ZIP=-1.63, Synergy_Bliss=-1.17, Synergy_Loewe=1.46, Synergy_HSA=-1.12. (3) Drug 1: CS(=O)(=O)OCCCCOS(=O)(=O)C. Drug 2: COC1=C2C(=CC3=C1OC=C3)C=CC(=O)O2. Cell line: UACC62. Synergy scores: CSS=22.8, Synergy_ZIP=-5.79, Synergy_Bliss=0.843, Synergy_Loewe=-0.176, Synergy_HSA=0.528. (4) Drug 1: CN(C)N=NC1=C(NC=N1)C(=O)N. Drug 2: C1=CN(C=N1)CC(O)(P(=O)(O)O)P(=O)(O)O. Cell line: SF-268. Synergy scores: CSS=11.0, Synergy_ZIP=0.0917, Synergy_Bliss=3.55, Synergy_Loewe=-8.16, Synergy_HSA=-1.58. (5) Drug 1: CC1=C(C(=O)C2=C(C1=O)N3CC4C(C3(C2COC(=O)N)OC)N4)N. Drug 2: C1CCC(C(C1)N)N.C(=O)(C(=O)[O-])[O-].[Pt+4]. Cell line: HL-60(TB). Synergy scores: CSS=3.22, Synergy_ZIP=-13.8, Synergy_Bliss=-19.0, Synergy_Loewe=-34.3, Synergy_HSA=-25.9. (6) Drug 1: C1CCC(C1)C(CC#N)N2C=C(C=N2)C3=C4C=CNC4=NC=N3. Drug 2: COC1=C(C=C2C(=C1)N=CN=C2NC3=CC(=C(C=C3)F)Cl)OCCCN4CCOCC4. Cell line: SK-OV-3. Synergy scores: CSS=48.3, Synergy_ZIP=9.22, Synergy_Bliss=8.85, Synergy_Loewe=-1.69, Synergy_HSA=10.2. (7) Drug 1: CC1=C2C(C(=O)C3(C(CC4C(C3C(C(C2(C)C)(CC1OC(=O)C(C(C5=CC=CC=C5)NC(=O)OC(C)(C)C)O)O)OC(=O)C6=CC=CC=C6)(CO4)OC(=O)C)O)C)O. Drug 2: CCN(CC)CCNC(=O)C1=C(NC(=C1C)C=C2C3=C(C=CC(=C3)F)NC2=O)C. Cell line: SNB-19. Synergy scores: CSS=17.4, Synergy_ZIP=3.53, Synergy_Bliss=4.31, Synergy_Loewe=-4.77, Synergy_HSA=4.84. (8) Drug 1: CCC1=CC2CC(C3=C(CN(C2)C1)C4=CC=CC=C4N3)(C5=C(C=C6C(=C5)C78CCN9C7C(C=CC9)(C(C(C8N6C)(C(=O)OC)O)OC(=O)C)CC)OC)C(=O)OC.C(C(C(=O)O)O)(C(=O)O)O. Drug 2: CN(CC1=CN=C2C(=N1)C(=NC(=N2)N)N)C3=CC=C(C=C3)C(=O)NC(CCC(=O)O)C(=O)O. Cell line: HCT116. Synergy scores: CSS=68.1, Synergy_ZIP=-0.142, Synergy_Bliss=-1.03, Synergy_Loewe=0.593, Synergy_HSA=1.91.